Dataset: Forward reaction prediction with 1.9M reactions from USPTO patents (1976-2016). Task: Predict the product of the given reaction. (1) Given the reactants Br[C:2]1[CH:6]=[CH:5][S:4][CH:3]=1.[Li]CCCC.[C:12](#N)[C:13]1[CH:18]=[CH:17][CH:16]=[CH:15][CH:14]=1.Cl.[OH2:21], predict the reaction product. The product is: [C:13]1([C:12]([C:2]2[CH:6]=[CH:5][S:4][CH:3]=2)=[O:21])[CH:18]=[CH:17][CH:16]=[CH:15][CH:14]=1. (2) Given the reactants [C:1]([CH:6]=P(C1C=CC=CC=1)(C1C=CC=CC=1)C1C=CC=CC=1)([O:3]CC)=[O:2].[F:26][C:27]([F:43])([F:42])[C:28]([NH:30][C:31]1[CH:36]=[C:35]([F:37])[CH:34]=[CH:33][C:32]=1[O:38][CH2:39][CH2:40][CH3:41])=O, predict the reaction product. The product is: [F:26][C:27]([F:43])([F:42])[C:28]([NH:30][C:31]1[CH:36]=[C:35]([F:37])[CH:34]=[CH:33][C:32]=1[O:38][CH2:39][CH2:40][CH3:41])=[CH:6][C:1]([OH:3])=[O:2]. (3) The product is: [O:13]1[C:17]2[CH:18]=[CH:19][CH:20]=[CH:21][C:16]=2[CH:15]=[C:14]1[C:22]1[N:26]2[N:27]=[C:28]([O:4][CH2:3][CH:2]([CH:5]3[CH2:10][CH2:9][O:8][CH2:7][CH2:6]3)[NH2:1])[CH:29]=[CH:30][C:25]2=[N:24][CH:23]=1. Given the reactants [NH2:1][CH:2]([CH:5]1[CH2:10][CH2:9][O:8][CH2:7][CH2:6]1)[CH2:3][OH:4].[H-].[Na+].[O:13]1[C:17]2[CH:18]=[CH:19][CH:20]=[CH:21][C:16]=2[CH:15]=[C:14]1[C:22]1[N:26]2[N:27]=[C:28](Cl)[CH:29]=[CH:30][C:25]2=[N:24][CH:23]=1, predict the reaction product. (4) Given the reactants CC#N.[OH2:4].[CH2:5]=[CH:6][CH2:7][CH2:8][CH2:9][CH2:10][CH2:11][CH2:12][CH2:13][CH2:14][CH2:15][CH3:16].C(Cl)Cl, predict the reaction product. The product is: [CH2:7]([CH:6]1[CH2:5][O:4]1)[CH2:8][CH2:9][CH2:10][CH2:11][CH2:12][CH2:13][CH2:14][CH2:15][CH3:16]. (5) Given the reactants [CH3:1][C:2]1[CH:3]=[C:4]([N:9]2[C:14](=[O:15])[NH:13][C:12]3[CH:16]=[CH:17][CH:18]=[CH:19][C:11]=3[S:10]2(=[O:21])=[O:20])[CH:5]=[N:6][C:7]=1[CH3:8].[F:22][C:23]1[CH:30]=[C:29]([O:31][CH3:32])[CH:28]=[C:27]([F:33])[C:24]=1[CH2:25]Br.C([O-])([O-])=O.[K+].[K+].COC1C(C)=CC(N2C(=O)N(CC3C(F)=CC(F)=CC=3F)C3C=CC=CC=3S2(=O)=O)=CC=1C, predict the reaction product. The product is: [F:22][C:23]1[CH:30]=[C:29]([O:31][CH3:32])[CH:28]=[C:27]([F:33])[C:24]=1[CH2:25][N:13]1[C:12]2[CH:16]=[CH:17][CH:18]=[CH:19][C:11]=2[S:10](=[O:20])(=[O:21])[N:9]([C:4]2[CH:5]=[N:6][C:7]([CH3:8])=[C:2]([CH3:1])[CH:3]=2)[C:14]1=[O:15]. (6) Given the reactants [NH:1]([CH2:6][C:7]([OH:9])=[O:8])[CH2:2][C:3]([OH:5])=[O:4].[C:10](Cl)([O:12][CH2:13][CH:14]1[C:26]2[C:21](=[CH:22][CH:23]=[CH:24][CH:25]=2)[C:20]2[C:15]1=[CH:16][CH:17]=[CH:18][CH:19]=2)=[O:11], predict the reaction product. The product is: [C:10]([CH:2]([NH:1][CH2:6][C:7]([OH:9])=[O:8])[C:3]([OH:5])=[O:4])([O:12][CH2:13][CH:14]1[C:26]2[C:21](=[CH:22][CH:23]=[CH:24][CH:25]=2)[C:20]2[C:15]1=[CH:16][CH:17]=[CH:18][CH:19]=2)=[O:11].